Dataset: Reaction yield outcomes from USPTO patents with 853,638 reactions. Task: Predict the reaction yield, written as a fraction of the theoretical maximum amount of product (1.0 means a 100% yield; for example, 0.34 means a 34% yield). (1) The reactants are Br[C:2]1[C:3]([C:25]2[CH:30]=[CH:29][N:28]=[CH:27][CH:26]=2)=[C:4]([C:17]2[CH:22]=[CH:21][C:20]([F:23])=[C:19]([F:24])[CH:18]=2)[N:5]([Si](C(C)C)(C(C)C)C(C)C)[CH:6]=1.[CH3:31][O:32][C:33]1[CH:34]=[C:35]([C@H:39]2[CH2:47][N:46]3[C@H:41]([CH2:42][C:43](=O)[CH2:44][CH2:45]3)[CH2:40]2)[CH:36]=[CH:37][CH:38]=1.C(OCC)(=O)C.C(N)(C)C. The catalyst is CO. The product is [F:24][C:19]1[CH:18]=[C:17]([C:4]2[NH:5][CH:6]=[C:2]([C:43]3[CH2:44][CH2:45][N:46]4[C@H:41]([CH:42]=3)[CH2:40][C@@H:39]([C:35]3[CH:36]=[CH:37][CH:38]=[C:33]([O:32][CH3:31])[CH:34]=3)[CH2:47]4)[C:3]=2[C:25]2[CH:30]=[CH:29][N:28]=[CH:27][CH:26]=2)[CH:22]=[CH:21][C:20]=1[F:23]. The yield is 0.480. (2) The reactants are [CH3:1][N:2]1[CH2:7][CH2:6][N:5]([CH:8]2[CH2:11][N:10](C(OCC3C=CC=CC=3)=O)[CH2:9]2)[CH2:4][CH2:3]1. The catalyst is CO.[Pd]. The product is [NH:10]1[CH2:11][CH:8]([N:5]2[CH2:6][CH2:7][N:2]([CH3:1])[CH2:3][CH2:4]2)[CH2:9]1. The yield is 1.00. (3) The reactants are O=[C:2]1[CH2:11][CH2:10][C:9]2[C:4](=[CH:5][CH:6]=[C:7]([C:12]3[CH:17]=[CH:16][CH:15]=[CH:14][CH:13]=3)[CH:8]=2)[CH:3]1[C:18](OCC)=[O:19].[NH:23]([C:25]1[CH:30]=[CH:29][CH:28]=[CH:27][N:26]=1)[NH2:24]. No catalyst specified. The product is [C:12]1([C:7]2[CH:6]=[CH:5][C:4]3[C:3]4[C:2]([CH2:11][CH2:10][C:9]=3[CH:8]=2)=[N:24][N:23]([C:25]2[CH:30]=[CH:29][CH:28]=[CH:27][N:26]=2)[C:18]=4[OH:19])[CH:13]=[CH:14][CH:15]=[CH:16][CH:17]=1. The yield is 0.0600. (4) The reactants are [NH2:1][C:2]1[C:3]2[C:4]3[C:5](=[CH:13][N:14]([C@@H:16]4[O:22][C@H:21]([CH2:23][OH:24])[C@@H:19]([OH:20])[C@@:17]4([CH3:25])[OH:18])[N:15]=2)[CH:6]=[CH:7][C:8]=3[C:9](=[O:12])[NH:10][N:11]=1.[Si:26](Cl)([C:29]([CH3:32])([CH3:31])[CH3:30])([CH3:28])[CH3:27].N1C=CN=C1. The catalyst is CN(C=O)C. The product is [NH2:1][C:2]1[C:3]2[C:4]3[C:5](=[CH:13][N:14]([C@@H:16]4[O:22][C@H:21]([CH2:23][O:24][Si:26]([C:29]([CH3:32])([CH3:31])[CH3:30])([CH3:28])[CH3:27])[C@@H:19]([OH:20])[C@@:17]4([CH3:25])[OH:18])[N:15]=2)[CH:6]=[CH:7][C:8]=3[C:9](=[O:12])[NH:10][N:11]=1. The yield is 0.440. (5) The reactants are [Cl:1][C:2]1[N:7]=[C:6](Cl)[C:5]([F:9])=[CH:4][N:3]=1.[CH2:10]([O:14][C:15]1[CH:21]=[CH:20][C:18]([NH2:19])=[CH:17][CH:16]=1)[CH2:11][CH2:12][CH3:13].Cl.[OH-].[Na+]. The catalyst is CC(C)=O.O. The product is [Cl:1][C:2]1[N:7]=[C:6]([NH:19][C:18]2[CH:17]=[CH:16][C:15]([O:14][CH2:10][CH2:11][CH2:12][CH3:13])=[CH:21][CH:20]=2)[C:5]([F:9])=[CH:4][N:3]=1. The yield is 0.800. (6) The reactants are [C:1]([O-])([O-])=O.[K+].[K+].CB1OB(C)OB(C)O1.Br[C:17]1[C:26]([Cl:27])=[C:25]([Cl:28])[C:24]([O:29][CH3:30])=[C:23]2[C:18]=1[CH:19]=[C:20]([C:35]([O:37][CH2:38][CH3:39])=[O:36])[CH:21]([C:31]([F:34])([F:33])[F:32])[O:22]2. The catalyst is O1CCOCC1.C1C=CC([P]([Pd]([P](C2C=CC=CC=2)(C2C=CC=CC=2)C2C=CC=CC=2)([P](C2C=CC=CC=2)(C2C=CC=CC=2)C2C=CC=CC=2)[P](C2C=CC=CC=2)(C2C=CC=CC=2)C2C=CC=CC=2)(C2C=CC=CC=2)C2C=CC=CC=2)=CC=1. The product is [Cl:27][C:26]1[C:17]([CH3:1])=[C:18]2[C:23](=[C:24]([O:29][CH3:30])[C:25]=1[Cl:28])[O:22][CH:21]([C:31]([F:34])([F:33])[F:32])[C:20]([C:35]([O:37][CH2:38][CH3:39])=[O:36])=[CH:19]2. The yield is 0.560.